Dataset: CYP2D6 substrate classification data from Carbon-Mangels et al.. Task: Regression/Classification. Given a drug SMILES string, predict its absorption, distribution, metabolism, or excretion properties. Task type varies by dataset: regression for continuous measurements (e.g., permeability, clearance, half-life) or binary classification for categorical outcomes (e.g., BBB penetration, CYP inhibition). Dataset: cyp2d6_substrate_carbonmangels. The compound is CCN1CCC[C@@H]1CNC(=O)c1cc(S(N)(=O)=O)ccc1OC. The result is 0 (non-substrate).